From a dataset of Reaction yield outcomes from USPTO patents with 853,638 reactions. Predict the reaction yield, written as a fraction of the theoretical maximum amount of product (1.0 means a 100% yield; for example, 0.34 means a 34% yield). (1) The reactants are [CH3:1][C:2]([C:12]1[C:20]2[O:19][CH2:18][CH2:17][C:16]=2[CH:15]=[CH:14][CH:13]=1)([CH3:11])[CH2:3][C:4]1([C:7]([F:10])([F:9])[F:8])[CH2:6][O:5]1.[NH:21]1[C:29]2[CH2:28][CH2:27][CH2:26][C:25](=[O:30])[C:24]=2[CH:23]=[CH:22]1.[O-]CC.[Na+].C(=O)(O)[O-].[Na+]. The catalyst is C(O)C. The product is [O:19]1[C:20]2[C:12]([C:2]([CH3:1])([CH3:11])[CH2:3][C:4]([OH:5])([C:7]([F:8])([F:10])[F:9])[CH2:6][N:21]3[C:29]4[CH2:28][CH2:27][CH2:26][C:25](=[O:30])[C:24]=4[CH:23]=[CH:22]3)=[CH:13][CH:14]=[CH:15][C:16]=2[CH2:17][CH2:18]1. The yield is 0.660. (2) The reactants are Cl.[CH3:2][O:3][CH2:4][C@H:5]1[C@H:14]2[CH2:15][CH2:16][N:17]([C:18]([C@H:20]3[CH2:25][CH2:24][CH2:23][CH2:22][C@H:21]3[NH2:26])=[O:19])[C@H:13]2[C:12]2[CH:11]=[CH:10][CH:9]=[CH:8][C:7]=2[NH:6]1.C(N(CC)CC)C.[NH:34]1[CH:38]=[CH:37][N:36]=[C:35]1[C:39]1[CH:47]=[CH:46][C:42]([C:43](O)=[O:44])=[CH:41][CH:40]=1.CCOC(OC(OCC)=O)=O. The catalyst is O1CCCC1.O. The product is [NH:34]1[CH:38]=[CH:37][N:36]=[C:35]1[C:39]1[CH:40]=[CH:41][C:42]([C:43]([NH:26][C@@H:21]2[CH2:22][CH2:23][CH2:24][CH2:25][C@@H:20]2[C:18]([N:17]2[C@@H:13]3[C@@H:14]([C@H:5]([CH2:4][O:3][CH3:2])[NH:6][C:7]4[CH:8]=[CH:9][CH:10]=[CH:11][C:12]=43)[CH2:15][CH2:16]2)=[O:19])=[O:44])=[CH:46][CH:47]=1. The yield is 0.610. (3) The yield is 0.620. No catalyst specified. The reactants are C[O:2][C:3]([C:5]1[C:6]([C:24]2[CH:29]=[CH:28][C:27]([C:30]([OH:32])=O)=[CH:26][CH:25]=2)=[CH:7][CH:8]=[C:9]([C:11]2[S:12][CH:13]=[C:14]([C:16]3[CH:21]=[CH:20][C:19]([Cl:22])=[C:18]([Cl:23])[CH:17]=3)[N:15]=2)[CH:10]=1)=[O:4].[C:33]1([CH2:39][CH2:40][NH2:41])[CH:38]=[CH:37][CH:36]=[CH:35][CH:34]=1. The product is [Cl:23][C:18]1[CH:17]=[C:16]([C:14]2[N:15]=[C:11]([C:9]3[CH:10]=[C:5]([C:3]([OH:2])=[O:4])[C:6]([C:24]4[CH:25]=[CH:26][C:27]([C:30](=[O:32])[NH:41][CH2:40][CH2:39][C:33]5[CH:38]=[CH:37][CH:36]=[CH:35][CH:34]=5)=[CH:28][CH:29]=4)=[CH:7][CH:8]=3)[S:12][CH:13]=2)[CH:21]=[CH:20][C:19]=1[Cl:22]. (4) The reactants are [C:1]([C:5]1[CH:10]=[CH:9][C:8]([N+:11]([O-:13])=[O:12])=[CH:7][C:6]=1[CH2:14][NH2:15])([CH3:4])([CH3:3])[CH3:2].[CH3:16][C:17]([O:20][C:21](O[C:21]([O:20][C:17]([CH3:19])([CH3:18])[CH3:16])=[O:22])=[O:22])([CH3:19])[CH3:18]. The catalyst is C1COCC1.O. The product is [C:1]([C:5]1[CH:10]=[CH:9][C:8]([N+:11]([O-:13])=[O:12])=[CH:7][C:6]=1[CH2:14][NH:15][C:21](=[O:22])[O:20][C:17]([CH3:19])([CH3:18])[CH3:16])([CH3:4])([CH3:2])[CH3:3]. The yield is 0.780. (5) The reactants are Br.C(O)(=[O:4])C.Cl[C:7]1[N:12]=[CH:11][C:10]([C:13]2[C:22]3[C:17](=[CH:18][C:19]([O:28][CH3:29])=[C:20]4[O:25][C:24]([CH3:27])([CH3:26])[CH2:23][C:21]4=3)[CH2:16][C:15]([CH3:31])([CH3:30])[N:14]=2)=[CH:9][CH:8]=1.O.[N+:33]1([O-])[C:42]2[C:37](=[CH:38][CH:39]=[CH:40][CH:41]=2)[CH:36]=[CH:35][CH:34]=1.N. The catalyst is C1(C)C=CC=CC=1.C(O)(=O)C. The product is [N:33]1[C:42]2[C:37](=[CH:38][CH:39]=[CH:40][CH:41]=2)[CH:36]=[CH:35][C:34]=1[N:12]1[CH:11]=[C:10]([C:13]2[C:22]3[C:17](=[CH:18][C:19]([O:28][CH3:29])=[C:20]4[O:25][C:24]([CH3:26])([CH3:27])[CH2:23][C:21]4=3)[CH2:16][C:15]([CH3:31])([CH3:30])[N:14]=2)[CH:9]=[CH:8][C:7]1=[O:4]. The yield is 0.410.